From a dataset of Full USPTO retrosynthesis dataset with 1.9M reactions from patents (1976-2016). Predict the reactants needed to synthesize the given product. (1) Given the product [CH:1]1([N:6]2[CH2:14][C:13]3[C:8](=[CH:9][CH:10]=[C:11]([OH:16])[CH:12]=3)[C:7]2=[O:17])[CH2:2][CH2:3][CH2:4][CH2:5]1, predict the reactants needed to synthesize it. The reactants are: [CH:1]1([N:6]2[C:14](=O)[C:13]3[C:8](=[CH:9][CH:10]=[C:11]([OH:16])[CH:12]=3)[C:7]2=[O:17])[CH2:5][CH2:4][CH2:3][CH2:2]1. (2) Given the product [CH3:49][C:50]1[CH:65]=[CH:64][C:63]([CH3:66])=[CH:62][C:51]=1[O:52][CH2:53][CH2:54][CH2:55][C:56]([CH3:61])([CH3:60])[C:57]([NH:16][CH2:17][CH2:18][NH:19][C:20](=[O:42])[CH2:21][CH2:22]/[CH:23]=[CH:24]\[CH2:25]/[CH:26]=[CH:27]\[CH2:28]/[CH:29]=[CH:30]\[CH2:31]/[CH:32]=[CH:33]\[CH2:34]/[CH:35]=[CH:36]\[CH2:37]/[CH:38]=[CH:39]\[CH2:40][CH3:41])=[O:59], predict the reactants needed to synthesize it. The reactants are: ClC1C=CC(C(C2C=CC(OC(C)(C)C([NH:16][CH2:17][CH2:18][NH:19][C:20](=[O:42])[CH2:21][CH2:22]/[CH:23]=[CH:24]\[CH2:25]/[CH:26]=[CH:27]\[CH2:28]/[CH:29]=[CH:30]\[CH2:31]/[CH:32]=[CH:33]\[CH2:34]/[CH:35]=[CH:36]\[CH2:37]/[CH:38]=[CH:39]\[CH2:40][CH3:41])=O)=CC=2)=O)=CC=1.[CH3:49][C:50]1[CH:65]=[CH:64][C:63]([CH3:66])=[CH:62][C:51]=1[O:52][CH2:53][CH2:54][CH2:55][C:56]([CH3:61])([CH3:60])[C:57]([OH:59])=O. (3) Given the product [ClH:1].[ClH:1].[C:14]1([CH2:13][N:20]2[CH2:21][CH2:22][N:23]([CH2:2][CH2:3][C:4]3[C:8]4[CH:9]=[CH:10][CH:11]=[CH:12][C:7]=4[O:6][N:5]=3)[CH2:24][CH2:25]2)[CH:15]=[CH:16][CH:17]=[CH:18][CH:19]=1, predict the reactants needed to synthesize it. The reactants are: [Cl:1][CH2:2][CH2:3][C:4]1[C:8]2[CH:9]=[CH:10][CH:11]=[CH:12][C:7]=2[O:6][N:5]=1.[CH2:13]([N:20]1[CH2:25][CH2:24][NH:23][CH2:22][CH2:21]1)[C:14]1[CH:19]=[CH:18][CH:17]=[CH:16][CH:15]=1. (4) Given the product [NH:1]1[C:5]2[CH:6]=[CH:7][C:8]([C:10]([N:13]3[CH2:18][CH2:17][CH2:16][C@@H:15]4[C:19]5[CH:20]=[CH:21][C:22]([NH:26][C:27](=[O:29])[CH3:28])=[CH:23][C:24]=5[CH2:25][C@H:14]34)=[O:12])=[CH:9][C:4]=2[N:3]=[CH:2]1, predict the reactants needed to synthesize it. The reactants are: [NH:1]1[C:5]2[CH:6]=[CH:7][C:8]([C:10]([OH:12])=O)=[CH:9][C:4]=2[N:3]=[CH:2]1.[NH:13]1[CH2:18][CH2:17][CH2:16][C@@H:15]2[C:19]3[CH:20]=[CH:21][C:22]([NH:26][C:27](=[O:29])[CH3:28])=[CH:23][C:24]=3[CH2:25][C@H:14]12. (5) Given the product [CH3:15][S:12]([NH:11][C:9]1[S:10][C:6]([C:4]([OH:5])=[O:3])=[C:7]([CH3:16])[N:8]=1)(=[O:13])=[O:14], predict the reactants needed to synthesize it. The reactants are: C([O:3][C:4]([C:6]1[S:10][C:9]([NH:11][S:12]([CH3:15])(=[O:14])=[O:13])=[N:8][C:7]=1[CH3:16])=[O:5])C.[OH-].[Na+].Cl. (6) Given the product [Si:20]([O:27][CH2:28][CH:29]([OH:30])[C:9]#[CH:10])([C:23]([CH3:25])([CH3:26])[CH3:24])([CH3:22])[CH3:21], predict the reactants needed to synthesize it. The reactants are: C([Si](C)(C)C)#C.CN(C)[CH2:9][CH2:10]N(C)C.C([Li])CCC.[Si:20]([O:27][CH2:28][CH:29]=[O:30])([C:23]([CH3:26])([CH3:25])[CH3:24])([CH3:22])[CH3:21]. (7) Given the product [Cl:1][C:2]1[C:7]([Cl:8])=[CH:6][C:5]([C:9](=[O:11])[CH3:10])=[C:4]([O:12][CH3:14])[C:3]=1[I:13], predict the reactants needed to synthesize it. The reactants are: [Cl:1][C:2]1[C:7]([Cl:8])=[CH:6][C:5]([C:9](=[O:11])[CH3:10])=[C:4]([OH:12])[C:3]=1[I:13].[C:14](=O)([O-])[O-].[K+].[K+].CI. (8) Given the product [CH2:1]([OH:10])[C@@H:2]([C@H:4]([C@@H:6]([CH2:8][OH:9])[OH:7])[OH:5])[OH:3].[O:11]=[CH:12][C@@H:13]([C@H:15]([C@@H:17]([CH2:19][OH:20])[OH:18])[OH:16])[OH:14].[O:9]=[CH:8][C@@H:6]([C@H:4]([C@H:2]([CH2:1][OH:10])[OH:3])[OH:5])[OH:7].[O:10]=[CH:1][C@@H:2]([C@H:4]([C@@H:6]([C@@H:8]([CH2:12][OH:11])[OH:9])[OH:7])[OH:5])[OH:3], predict the reactants needed to synthesize it. The reactants are: [CH2:1]([OH:10])[C@@H:2]([C@H:4]([C@@H:6]([CH2:8][OH:9])[OH:7])[OH:5])[OH:3].[O:11]=[CH:12][C@@H:13]([C@H:15]([C@@H:17]([CH2:19][OH:20])[OH:18])[OH:16])[OH:14]. (9) Given the product [C:38]([NH:37][C:34]1[N:33]([CH2:42][C:43]([F:46])([F:44])[F:45])[C:32](=[O:47])[C:31]2[C:36](=[C:27]([C:14]3[NH:13][C:12]4[C@@H:8]([CH3:7])[NH:9][C:10](=[O:25])[C:11]=4[CH:15]=3)[CH:28]=[CH:29][CH:30]=2)[N:35]=1)([CH3:41])([CH3:39])[CH3:40], predict the reactants needed to synthesize it. The reactants are: C([O-])([O-])=O.[K+].[K+].[CH3:7][C@@H:8]1[C:12]2[NH:13][C:14](B3OC(C)(C)C(C)(C)O3)=[CH:15][C:11]=2[C:10](=[O:25])[NH:9]1.Br[C:27]1[CH:28]=[CH:29][CH:30]=[C:31]2[C:36]=1[N:35]=[C:34]([NH:37][C:38]([CH3:41])([CH3:40])[CH3:39])[N:33]([CH2:42][C:43]([F:46])([F:45])[F:44])[C:32]2=[O:47]. (10) Given the product [F:9][C:4]1[CH:3]=[CH:2][C:7]([CH:18]=[O:19])=[C:6]([CH3:8])[CH:5]=1, predict the reactants needed to synthesize it. The reactants are: Br[C:2]1[CH:3]=[C:4]([F:9])[CH:5]=[C:6]([CH3:8])[CH:7]=1.C([Li])CCC.CN([CH:18]=[O:19])C.